This data is from NCI-60 drug combinations with 297,098 pairs across 59 cell lines. The task is: Regression. Given two drug SMILES strings and cell line genomic features, predict the synergy score measuring deviation from expected non-interaction effect. (1) Drug 1: C1CC(C1)(C(=O)O)C(=O)O.[NH2-].[NH2-].[Pt+2]. Drug 2: COCCOC1=C(C=C2C(=C1)C(=NC=N2)NC3=CC=CC(=C3)C#C)OCCOC.Cl. Cell line: SF-539. Synergy scores: CSS=13.1, Synergy_ZIP=-1.32, Synergy_Bliss=-0.0148, Synergy_Loewe=0.903, Synergy_HSA=0.248. (2) Drug 1: CC(C1=C(C=CC(=C1Cl)F)Cl)OC2=C(N=CC(=C2)C3=CN(N=C3)C4CCNCC4)N. Drug 2: C1=NC2=C(N1)C(=S)N=CN2. Cell line: MALME-3M. Synergy scores: CSS=0.351, Synergy_ZIP=-6.51, Synergy_Bliss=-13.8, Synergy_Loewe=-16.0, Synergy_HSA=-13.7. (3) Drug 1: C1=NC(=NC(=O)N1C2C(C(C(O2)CO)O)O)N. Drug 2: C1CNP(=O)(OC1)N(CCCl)CCCl. Cell line: DU-145. Synergy scores: CSS=27.5, Synergy_ZIP=-2.08, Synergy_Bliss=5.47, Synergy_Loewe=-50.4, Synergy_HSA=-0.145. (4) Drug 1: C1=CC(=C2C(=C1NCCNCCO)C(=O)C3=C(C=CC(=C3C2=O)O)O)NCCNCCO. Drug 2: CN(CCCl)CCCl.Cl. Cell line: ACHN. Synergy scores: CSS=58.5, Synergy_ZIP=-1.07, Synergy_Bliss=-1.65, Synergy_Loewe=-6.29, Synergy_HSA=2.23. (5) Drug 1: CC1=C(C=C(C=C1)NC(=O)C2=CC=C(C=C2)CN3CCN(CC3)C)NC4=NC=CC(=N4)C5=CN=CC=C5. Synergy scores: CSS=1.41, Synergy_ZIP=5.97, Synergy_Bliss=13.2, Synergy_Loewe=0.374, Synergy_HSA=-1.35. Drug 2: CC1=C(C(=CC=C1)Cl)NC(=O)C2=CN=C(S2)NC3=CC(=NC(=N3)C)N4CCN(CC4)CCO. Cell line: LOX IMVI.